Dataset: Full USPTO retrosynthesis dataset with 1.9M reactions from patents (1976-2016). Task: Predict the reactants needed to synthesize the given product. (1) The reactants are: [C:1]([C:5]1[CH:10]=[CH:9][C:8]([C:11](=[O:16])[CH2:12][CH2:13][CH2:14]Cl)=[CH:7][CH:6]=1)([CH3:4])([CH3:3])[CH3:2].[NH:17]1[CH2:22][CH2:21][CH:20]([C:23]2[CH:24]=[C:25]([NH:29][C:30](=[O:33])[CH2:31][CH3:32])[CH:26]=[CH:27][CH:28]=2)[CH2:19][CH2:18]1. Given the product [C:1]([C:5]1[CH:10]=[CH:9][C:8]([C:11](=[O:16])[CH2:12][CH2:13][CH2:14][N:17]2[CH2:22][CH2:21][CH:20]([C:23]3[CH:24]=[C:25]([NH:29][C:30](=[O:33])[CH2:31][CH3:32])[CH:26]=[CH:27][CH:28]=3)[CH2:19][CH2:18]2)=[CH:7][CH:6]=1)([CH3:4])([CH3:3])[CH3:2], predict the reactants needed to synthesize it. (2) Given the product [CH3:30][C:29]1([CH3:31])[C:32]([CH3:34])([CH3:33])[O:35][B:17](/[CH:1]=[CH:2]/[CH2:3][CH2:4][CH2:5][CH2:6][CH2:7][CH3:8])[O:28]1, predict the reactants needed to synthesize it. The reactants are: [CH:1]#[C:2][CH2:3][CH2:4][CH2:5][CH2:6][CH2:7][CH3:8].C(C([BH:17]C(C(C)C)C=C(C)C)C=C(C)C)(C)C.C=O.[OH:28][C:29]([C:32]([OH:35])([CH3:34])[CH3:33])([CH3:31])[CH3:30]. (3) Given the product [CH2:1]([O:3][C:4]([C:6]1[S:16][C:9]2[N:10]=[C:11]([NH2:15])[N:12]=[C:13]([C:28]([C:26]3[CH:25]=[CH:24][C:23]4[N:18]([CH3:17])[CH2:19][CH2:20][O:21][C:22]=4[CH:27]=3)=[O:29])[C:8]=2[CH:7]=1)=[O:5])[CH3:2], predict the reactants needed to synthesize it. The reactants are: [CH2:1]([O:3][C:4]([C:6]1[S:16][C:9]2[N:10]=[C:11]([NH2:15])[N:12]=[C:13](Cl)[C:8]=2[CH:7]=1)=[O:5])[CH3:2].[CH3:17][N:18]1[C:23]2[CH:24]=[CH:25][C:26]([CH:28]=[O:29])=[CH:27][C:22]=2[O:21][CH2:20][CH2:19]1.[Br-].C(N1C=C[N+](C)=C1)C.[H-].[Na+].